This data is from Full USPTO retrosynthesis dataset with 1.9M reactions from patents (1976-2016). The task is: Predict the reactants needed to synthesize the given product. Given the product [F:1][C:2]1[C:3]([N+:13]([O-:15])=[O:14])=[CH:4][C:5]([CH3:12])=[C:6]([CH:7]=1)[NH2:8], predict the reactants needed to synthesize it. The reactants are: [F:1][C:2]1[CH:3]=[CH:4][C:5]([CH3:12])=[C:6]([NH:8]C(=O)C)[CH:7]=1.[N+:13]([O-])([OH:15])=[O:14].